Dataset: Peptide-MHC class I binding affinity with 185,985 pairs from IEDB/IMGT. Task: Regression. Given a peptide amino acid sequence and an MHC pseudo amino acid sequence, predict their binding affinity value. This is MHC class I binding data. (1) The peptide sequence is FKRKGGIGGY. The MHC is HLA-B35:03 with pseudo-sequence HLA-B35:03. The binding affinity (normalized) is 0.0785. (2) The peptide sequence is TVLPHLCLDY. The MHC is HLA-A33:01 with pseudo-sequence HLA-A33:01. The binding affinity (normalized) is 0.195. (3) The peptide sequence is ERWFVRNPF. The MHC is HLA-B40:01 with pseudo-sequence HLA-B40:01. The binding affinity (normalized) is 0.0847. (4) The peptide sequence is SLPFQNIHPV. The MHC is Mamu-A01 with pseudo-sequence Mamu-A01. The binding affinity (normalized) is 0.166. (5) The peptide sequence is SNYHYSPI. The MHC is H-2-Kb with pseudo-sequence H-2-Kb. The binding affinity (normalized) is 0.969. (6) The peptide sequence is ELRSLYNTV. The MHC is HLA-B07:02 with pseudo-sequence HLA-B07:02. The binding affinity (normalized) is 0.203. (7) The peptide sequence is IPAHPLRML. The MHC is HLA-B15:17 with pseudo-sequence HLA-B15:17. The binding affinity (normalized) is 0.0847.